Dataset: Full USPTO retrosynthesis dataset with 1.9M reactions from patents (1976-2016). Task: Predict the reactants needed to synthesize the given product. (1) Given the product [OH:33][C:2]1[C:3](=[O:27])[N:4]([CH3:26])[N:5]=[CH:6][C:7]=1[N:8]1[CH:13]=[CH:12][C:11]([C:14]([F:17])([F:16])[F:15])=[C:10]([C:18]2[CH:19]=[C:20]([CH3:24])[CH:21]=[CH:22][CH:23]=2)[C:9]1=[O:25], predict the reactants needed to synthesize it. The reactants are: Cl[C:2]1[C:3](=[O:27])[N:4]([CH3:26])[N:5]=[CH:6][C:7]=1[N:8]1[CH:13]=[CH:12][C:11]([C:14]([F:17])([F:16])[F:15])=[C:10]([C:18]2[CH:19]=[C:20]([CH3:24])[CH:21]=[CH:22][CH:23]=2)[C:9]1=[O:25].[OH-].[K+].N1CC[O:33]CC1. (2) Given the product [CH3:1][O:2][C:3]([C:5]([CH3:47])([CH3:48])[CH2:6][O:7][C:8]([N:10]1[C:19]2[C:14](=[N:15][C:16]([O:20][CH3:21])=[CH:17][CH:18]=2)[C@@H:13]([NH:22][C:23]2[N:28]=[C:27]([CH2:29][C:30]3[CH:31]=[C:32]([C:40]([F:42])([F:41])[F:43])[CH:33]=[C:34]([C:36]([F:38])([F:39])[F:37])[CH:35]=3)[C:26]([O:44][CH2:71][CH2:70][O:69][CH3:68])=[CH:25][N:24]=2)[CH2:12][C@H:11]1[CH2:45][CH3:46])=[O:9])=[O:4], predict the reactants needed to synthesize it. The reactants are: [CH3:1][O:2][C:3]([C:5]([CH3:48])([CH3:47])[CH2:6][O:7][C:8]([N:10]1[C:19]2[C:14](=[N:15][C:16]([O:20][CH3:21])=[CH:17][CH:18]=2)[C@@H:13]([NH:22][C:23]2[N:28]=[C:27]([CH2:29][C:30]3[CH:35]=[C:34]([C:36]([F:39])([F:38])[F:37])[CH:33]=[C:32]([C:40]([F:43])([F:42])[F:41])[CH:31]=3)[C:26]([OH:44])=[CH:25][N:24]=2)[CH2:12][C@H:11]1[CH2:45][CH3:46])=[O:9])=[O:4].C1(P(C2C=CC=CC=2)C2C=CC=CC=2)C=CC=CC=1.[CH3:68][O:69][CH2:70][CH2:71]O.CCOC(/N=N/C(OCC)=O)=O. (3) Given the product [I:4][C:5]1[CH:10]=[CH:9][C:8]([S:11]([N:2]([CH3:3])[CH3:1])(=[O:13])=[O:12])=[CH:7][CH:6]=1, predict the reactants needed to synthesize it. The reactants are: [CH3:1][NH:2][CH3:3].[I:4][C:5]1[CH:10]=[CH:9][C:8]([S:11](Cl)(=[O:13])=[O:12])=[CH:7][CH:6]=1.O. (4) The reactants are: [C:1]([O:5][C:6]([N:8]1[CH2:14][CH2:13][C:12]2[C:15]([CH2:20]Cl)=[C:16]([Cl:19])[CH:17]=[CH:18][C:11]=2[CH2:10][CH2:9]1)=[O:7])([CH3:4])([CH3:3])[CH3:2].[Br-:22].[Li+]. Given the product [Br:22][CH2:20][C:15]1[C:12]2[CH2:13][CH2:14][N:8]([C:6]([O:5][C:1]([CH3:4])([CH3:3])[CH3:2])=[O:7])[CH2:9][CH2:10][C:11]=2[CH:18]=[CH:17][C:16]=1[Cl:19], predict the reactants needed to synthesize it.